From a dataset of Merck oncology drug combination screen with 23,052 pairs across 39 cell lines. Regression. Given two drug SMILES strings and cell line genomic features, predict the synergy score measuring deviation from expected non-interaction effect. (1) Drug 1: C=CCn1c(=O)c2cnc(Nc3ccc(N4CCN(C)CC4)cc3)nc2n1-c1cccc(C(C)(C)O)n1. Drug 2: NC1(c2ccc(-c3nc4ccn5c(=O)[nH]nc5c4cc3-c3ccccc3)cc2)CCC1. Cell line: T47D. Synergy scores: synergy=12.9. (2) Drug 1: O=C(CCCCCCC(=O)Nc1ccccc1)NO. Drug 2: COC1CC2CCC(C)C(O)(O2)C(=O)C(=O)N2CCCCC2C(=O)OC(C(C)CC2CCC(OP(C)(C)=O)C(OC)C2)CC(=O)C(C)C=C(C)C(O)C(OC)C(=O)C(C)CC(C)C=CC=CC=C1C. Cell line: COLO320DM. Synergy scores: synergy=10.2.